Dataset: Forward reaction prediction with 1.9M reactions from USPTO patents (1976-2016). Task: Predict the product of the given reaction. Given the reactants C[O:2][C:3]([C:5]1[C:6]([C:26](OC)=[O:27])=[C:7]([C:18]2[CH:23]=[CH:22][C:21]([O:24][CH3:25])=[CH:20][CH:19]=2)[N:8]2[C:17]=1[CH2:16][C:15]1[CH:14]=[CH:13][CH:12]=[CH:11][C:10]=1[CH2:9]2)=O.[H-].[H-].[H-].[H-].[Li+].[Al+3], predict the reaction product. The product is: [OH:27][CH2:26][C:6]1[C:5]([CH2:3][OH:2])=[C:17]2[CH2:16][C:15]3[CH:14]=[CH:13][CH:12]=[CH:11][C:10]=3[CH2:9][N:8]2[C:7]=1[C:18]1[CH:19]=[CH:20][C:21]([O:24][CH3:25])=[CH:22][CH:23]=1.